Dataset: Peptide-MHC class II binding affinity with 134,281 pairs from IEDB. Task: Regression. Given a peptide amino acid sequence and an MHC pseudo amino acid sequence, predict their binding affinity value. This is MHC class II binding data. (1) The peptide sequence is ERNVTVTHSVNLLEEKH. The binding affinity (normalized) is 0. The MHC is DRB1_0301 with pseudo-sequence DRB1_0301. (2) The peptide sequence is RLVAKLFKDYSSVVRPVED. The MHC is DRB1_1101 with pseudo-sequence DRB1_1101. The binding affinity (normalized) is 0.403. (3) The MHC is DRB4_0103 with pseudo-sequence DRB4_0103. The binding affinity (normalized) is 0. The peptide sequence is EFPHSNGEIEDVQTD. (4) The peptide sequence is FRILSSISLALVNSM. The MHC is DRB1_0101 with pseudo-sequence DRB1_0101. The binding affinity (normalized) is 1.00. (5) The peptide sequence is ASPWSWPDLDLKPGA. The MHC is DRB1_0701 with pseudo-sequence DRB1_0701. The binding affinity (normalized) is 0.450.